This data is from Catalyst prediction with 721,799 reactions and 888 catalyst types from USPTO. The task is: Predict which catalyst facilitates the given reaction. (1) Reactant: [CH2:1]([C:3]1[C:12]([OH:13])=[CH:11][C:10]2[C:5](=[N:6][CH:7]=[CH:8][CH:9]=2)[N:4]=1)[CH3:2].Cl[C:15]1[C:24]2[C:19](=[CH:20][C:21]([O:27][CH3:28])=[C:22]([O:25][CH3:26])[CH:23]=2)[N:18]=[CH:17][CH:16]=1.O. Product: [CH3:26][O:25][C:22]1[CH:23]=[C:24]2[C:19](=[CH:20][C:21]=1[O:27][CH3:28])[N:18]=[CH:17][CH:16]=[C:15]2[O:13][C:12]1[C:3]([CH2:1][CH3:2])=[N:4][C:5]2[C:10]([CH:11]=1)=[CH:9][CH:8]=[CH:7][N:6]=2. The catalyst class is: 420. (2) Reactant: [CH2:1](Br)[CH:2]=[CH:3][C:4]1[CH:9]=[CH:8][CH:7]=[CH:6][CH:5]=1.[CH2:11]([NH2:14])[CH:12]=[CH2:13]. Product: [C:4]1([CH:3]=[CH:2][CH2:1][NH:14][CH2:11][CH:12]=[CH2:13])[CH:9]=[CH:8][CH:7]=[CH:6][CH:5]=1. The catalyst class is: 7.